Predict the reactants needed to synthesize the given product. From a dataset of Full USPTO retrosynthesis dataset with 1.9M reactions from patents (1976-2016). The reactants are: O[N:2]1C2C=CC=CC=2N=N1.Cl.CN(C)CCCN=C=NCC.[NH2:23][C:24]1[C:32]2[C:31]([C:33]3[CH:38]=[CH:37][CH:36]=[C:35]([Cl:39])[CH:34]=3)=[N:30][C:29]([S:40][CH3:41])=[N:28][C:27]=2[S:26][C:25]=1[C:42]([OH:44])=O.N. Given the product [NH2:23][C:24]1[C:32]2[C:31]([C:33]3[CH:38]=[CH:37][CH:36]=[C:35]([Cl:39])[CH:34]=3)=[N:30][C:29]([S:40][CH3:41])=[N:28][C:27]=2[S:26][C:25]=1[C:42]([NH2:2])=[O:44], predict the reactants needed to synthesize it.